From a dataset of NCI-60 drug combinations with 297,098 pairs across 59 cell lines. Regression. Given two drug SMILES strings and cell line genomic features, predict the synergy score measuring deviation from expected non-interaction effect. (1) Drug 1: C1=CN(C(=O)N=C1N)C2C(C(C(O2)CO)O)O.Cl. Drug 2: CC1CCCC2(C(O2)CC(NC(=O)CC(C(C(=O)C(C1O)C)(C)C)O)C(=CC3=CSC(=N3)C)C)C. Cell line: LOX IMVI. Synergy scores: CSS=49.6, Synergy_ZIP=-5.84, Synergy_Bliss=-9.03, Synergy_Loewe=-8.09, Synergy_HSA=-3.20. (2) Drug 2: CC(CN1CC(=O)NC(=O)C1)N2CC(=O)NC(=O)C2. Drug 1: C1CCN(CC1)CCOC2=CC=C(C=C2)C(=O)C3=C(SC4=C3C=CC(=C4)O)C5=CC=C(C=C5)O. Synergy scores: CSS=8.17, Synergy_ZIP=-7.87, Synergy_Bliss=-6.43, Synergy_Loewe=-4.07, Synergy_HSA=-3.35. Cell line: T-47D.